This data is from Catalyst prediction with 721,799 reactions and 888 catalyst types from USPTO. The task is: Predict which catalyst facilitates the given reaction. (1) Reactant: [CH3:1][Mg+].[Br-].[N:4]1[CH:9]=[CH:8][CH:7]=[C:6]([C:10]2[CH:15]=[CH:14][N:13]=[CH:12][CH:11]=2)[C:5]=1[C:16]1[CH:17]=[C:18]2[C:22](=[CH:23][CH:24]=1)[C:21](=O)[CH2:20][CH2:19]2. Product: [CH3:1][C:21]1[C:22]2[C:18](=[CH:17][C:16]([C:5]3[C:6]([C:10]4[CH:15]=[CH:14][N:13]=[CH:12][CH:11]=4)=[CH:7][CH:8]=[CH:9][N:4]=3)=[CH:24][CH:23]=2)[CH2:19][CH:20]=1. The catalyst class is: 1. (2) Reactant: [Cl:1][C:2]1[CH:8]=[CH:7][C:5]([NH2:6])=[CH:4][CH:3]=1.[Br:9][CH:10]([CH3:14])[C:11](Cl)=[O:12]. Product: [Br:9][CH:10]([CH3:14])[C:11]([NH:6][C:5]1[CH:7]=[CH:8][C:2]([Cl:1])=[CH:3][CH:4]=1)=[O:12]. The catalyst class is: 46.